From a dataset of Peptide-MHC class I binding affinity with 185,985 pairs from IEDB/IMGT. Regression. Given a peptide amino acid sequence and an MHC pseudo amino acid sequence, predict their binding affinity value. This is MHC class I binding data. (1) The peptide sequence is SMNTIKQSF. The MHC is HLA-B15:03 with pseudo-sequence HLA-B15:03. The binding affinity (normalized) is 0.741. (2) The peptide sequence is QTTNQQAEL. The MHC is Mamu-A01 with pseudo-sequence Mamu-A01. The binding affinity (normalized) is 0. (3) The peptide sequence is FLNISWFYI. The MHC is HLA-A02:06 with pseudo-sequence HLA-A02:06. The binding affinity (normalized) is 0.941.